Predict the reactants needed to synthesize the given product. From a dataset of Full USPTO retrosynthesis dataset with 1.9M reactions from patents (1976-2016). (1) Given the product [CH3:1][C:2]1[CH:7]=[CH:6][C:5]([S:8]([O:11][CH2:12][CH:13]2[CH2:17][C:16]3[CH:18]=[CH:19][CH:20]=[C:21]([C:27]4[CH:28]=[CH:29][C:24]([CH3:23])=[CH:25][CH:26]=4)[C:15]=3[O:14]2)(=[O:10])=[O:9])=[CH:4][CH:3]=1, predict the reactants needed to synthesize it. The reactants are: [CH3:1][C:2]1[CH:7]=[CH:6][C:5]([S:8]([O:11][CH2:12][CH:13]2[CH2:17][C:16]3[CH:18]=[CH:19][CH:20]=[C:21](Br)[C:15]=3[O:14]2)(=[O:10])=[O:9])=[CH:4][CH:3]=1.[CH3:23][C:24]1[CH:29]=[CH:28][C:27](B(O)O)=[CH:26][CH:25]=1.C(=O)([O-])[O-].[K+].[K+].CC1C=CC(S(OCC2CC3C(C4C=CC=CC=4)=CC=CC=3O2)(=O)=O)=CC=1. (2) The reactants are: [I:1]Cl.[F:3][C:4]1[CH:9]=[CH:8][C:7]([C:10]2[CH:18]=[C:13]3[CH2:14][CH2:15][CH2:16][CH2:17][N:12]3[N:11]=2)=[CH:6][CH:5]=1.O. Given the product [F:3][C:4]1[CH:5]=[CH:6][C:7]([C:10]2[C:18]([I:1])=[C:13]3[CH2:14][CH2:15][CH2:16][CH2:17][N:12]3[N:11]=2)=[CH:8][CH:9]=1, predict the reactants needed to synthesize it. (3) Given the product [CH3:1][C:2]1[C:7]([CH3:8])=[CH:6][C:5]2[N:9]=[C:12]([NH:11][C@H:14]3[C:23]4[C:18](=[CH:19][CH:20]=[CH:21][CH:22]=4)[CH2:17][CH2:16][CH2:15]3)[NH:10][C:4]=2[CH:3]=1, predict the reactants needed to synthesize it. The reactants are: [CH3:1][C:2]1[C:7]([CH3:8])=[CH:6][C:5]([NH2:9])=[C:4]([NH2:10])[CH:3]=1.[N:11]([C@H:14]1[C:23]2[C:18](=[CH:19][CH:20]=[CH:21][CH:22]=2)[CH2:17][CH2:16][CH2:15]1)=[C:12]=S. (4) Given the product [Cl:24][C:25]1[CH:33]=[CH:32][CH:31]=[C:30]([Cl:34])[C:26]=1[C:27]([N:1]([C:27](=[O:28])[C:26]1[C:25]([Cl:24])=[CH:33][CH:32]=[CH:31][C:30]=1[Cl:34])[C:2]1[CH:7]=[CH:6][CH:5]=[C:4]([C:8]2[N:13]3[N:14]=[CH:15][C:16]([C:17]([C:19]4[S:20][CH:21]=[CH:22][CH:23]=4)=[O:18])=[C:12]3[N:11]=[CH:10][CH:9]=2)[CH:3]=1)=[O:28], predict the reactants needed to synthesize it. The reactants are: [NH2:1][C:2]1[CH:3]=[C:4]([C:8]2[N:13]3[N:14]=[CH:15][C:16]([C:17]([C:19]4[S:20][CH:21]=[CH:22][CH:23]=4)=[O:18])=[C:12]3[N:11]=[CH:10][CH:9]=2)[CH:5]=[CH:6][CH:7]=1.[Cl:24][C:25]1[CH:33]=[CH:32][CH:31]=[C:30]([Cl:34])[C:26]=1[C:27](Cl)=[O:28]. (5) Given the product [NH2:14][N:5]1[CH:6]=[C:2]([Cl:1])[CH:3]=[C:4]1[C:7]([O:9][CH3:10])=[O:8], predict the reactants needed to synthesize it. The reactants are: [Cl:1][C:2]1[CH:3]=[C:4]([C:7]([O:9][CH3:10])=[O:8])[NH:5][CH:6]=1.[H-].[Na+].Cl[NH2:14]. (6) The reactants are: [Cl:1][C:2]1[N:7]=[CH:6][C:5]([CH2:8][C:9]2[CH:10]=[C:11]3[C:16](=[C:17]4[CH:22]=[CH:21][CH:20]=[CH:19][C:18]=24)[N:15]=[CH:14][N:13]([C@H:23]2[CH2:28][CH2:27][CH2:26][CH2:25][C@@H:24]2[OH:29])[C:12]3=[O:30])=[CH:4][CH:3]=1.[CH3:31]OC(OC)N(C)C. Given the product [Cl:1][C:2]1[N:7]=[CH:6][C:5]([CH2:8][C:9]2[CH:10]=[C:11]3[C:16](=[C:17]4[CH:22]=[CH:21][CH:20]=[CH:19][C:18]=24)[N:15]=[C:14]([CH3:31])[N:13]([C@H:23]2[CH2:28][CH2:27][CH2:26][CH2:25][C@@H:24]2[OH:29])[C:12]3=[O:30])=[CH:4][CH:3]=1, predict the reactants needed to synthesize it. (7) Given the product [F:23][C:2]([F:1])([C:17]1[CH:22]=[CH:21][CH:20]=[CH:19][CH:18]=1)[CH2:3][NH:4][C:5]1[C:6]([F:16])=[C:7]([CH2:12][C:13]([NH:24][CH2:25][C:26]2[C:31]([CH3:32])=[N:30][C:29]([NH:33][C:34]([O:36][C:37]([CH3:39])([CH3:38])[CH3:40])=[O:35])=[CH:28][CH:27]=2)=[O:15])[C:8]([Cl:11])=[CH:9][CH:10]=1, predict the reactants needed to synthesize it. The reactants are: [F:1][C:2]([F:23])([C:17]1[CH:22]=[CH:21][CH:20]=[CH:19][CH:18]=1)[CH2:3][NH:4][C:5]1[C:6]([F:16])=[C:7]([CH2:12][C:13]([OH:15])=O)[C:8]([Cl:11])=[CH:9][CH:10]=1.[NH2:24][CH2:25][C:26]1[CH:27]=[CH:28][C:29]([NH:33][C:34]([O:36][C:37]([CH3:40])([CH3:39])[CH3:38])=[O:35])=[N:30][C:31]=1[CH3:32].F[P-](F)(F)(F)(F)F.N1(O[P+](N(C)C)(N(C)C)N(C)C)C2C=CC=CC=2N=N1.CCN(C(C)C)C(C)C.